From a dataset of Reaction yield outcomes from USPTO patents with 853,638 reactions. Predict the reaction yield, written as a fraction of the theoretical maximum amount of product (1.0 means a 100% yield; for example, 0.34 means a 34% yield). The reactants are C(OC([N:8]1[CH2:13][CH2:12][CH:11]([C:14]2[C:19]([CH:20]3[CH2:23][N:22]([C:24]4[CH:33]=[CH:32][C:31]5[C:26](=[CH:27][CH:28]=[CH:29][CH:30]=5)[N:25]=4)[CH2:21]3)=[N:18][CH:17]=[CH:16][N:15]=2)[CH2:10][CH2:9]1)=O)(C)(C)C.[ClH:34].CO. No catalyst specified. The product is [ClH:34].[NH:8]1[CH2:13][CH2:12][CH:11]([C:14]2[C:19]([CH:20]3[CH2:21][N:22]([C:24]4[CH:33]=[CH:32][C:31]5[C:26](=[CH:27][CH:28]=[CH:29][CH:30]=5)[N:25]=4)[CH2:23]3)=[N:18][CH:17]=[CH:16][N:15]=2)[CH2:10][CH2:9]1. The yield is 0.989.